From a dataset of Forward reaction prediction with 1.9M reactions from USPTO patents (1976-2016). Predict the product of the given reaction. (1) Given the reactants [CH:1]([N:4]([CH:35]([CH3:37])[CH3:36])[C:5]([NH:7][C:8]1[C:9]([C:19]2[NH:23][C:22]3[CH:24]=[C:25]([N:28]4[CH2:33][CH2:32][N:31]([CH3:34])[CH2:30][CH2:29]4)[CH:26]=[CH:27][C:21]=3[N:20]=2)=[N:10][N:11](C2CCCCO2)[CH:12]=1)=[O:6])([CH3:3])[CH3:2].Cl, predict the reaction product. The product is: [CH:35]([N:4]([CH:1]([CH3:3])[CH3:2])[C:5]([NH:7][C:8]1[C:9]([C:19]2[NH:23][C:22]3[CH:24]=[C:25]([N:28]4[CH2:33][CH2:32][N:31]([CH3:34])[CH2:30][CH2:29]4)[CH:26]=[CH:27][C:21]=3[N:20]=2)=[N:10][NH:11][CH:12]=1)=[O:6])([CH3:37])[CH3:36]. (2) Given the reactants [Cl:1][C:2]1[CH:3]=[C:4]2[C:8](=[CH:9][CH:10]=1)[NH:7][C:6]1[CH:11]([CH3:16])[N:12]([CH3:15])[CH2:13][CH2:14][C:5]2=1.N1CCC[C@H]1C(O)=O.[O-]P([O-])([O-])=O.[K+].[K+].[K+].Br[CH:34]=[C:35]([C:37]1[CH:42]=[CH:41][C:40]([O:43][CH3:44])=[CH:39][CH:38]=1)[CH3:36], predict the reaction product. The product is: [Cl:1][C:2]1[CH:3]=[C:4]2[C:8](=[CH:9][CH:10]=1)[N:7]([CH:34]=[C:35]([C:37]1[CH:38]=[CH:39][C:40]([O:43][CH3:44])=[CH:41][CH:42]=1)[CH3:36])[C:6]1[CH:11]([CH3:16])[N:12]([CH3:15])[CH2:13][CH2:14][C:5]2=1. (3) Given the reactants [CH3:1][O:2][C:3]1[CH:8]=[C:7]([O:9][CH3:10])[N:6]=[C:5]([N:11]2[C:16](=[O:17])[C:15]3[CH:18]=[C:19]([CH2:21][CH3:22])[S:20][C:14]=3[NH:13][C:12]2=[O:23])[N:4]=1.Br[CH2:25][C:26]1[CH:31]=[CH:30][C:29]([C:32]2[CH:37]=[CH:36][CH:35]=[CH:34][C:33]=2[C:38]2[N:42]=[C:41](C(Cl)(Cl)Cl)[O:40][N:39]=2)=[CH:28][CH:27]=1.C(=O)([O-])[O-:48].[K+].[K+].CN(C)C=O, predict the reaction product. The product is: [CH3:10][O:9][C:7]1[CH:8]=[C:3]([O:2][CH3:1])[N:4]=[C:5]([N:11]2[C:16](=[O:17])[C:15]3[CH:18]=[C:19]([CH2:21][CH3:22])[S:20][C:14]=3[N:13]([CH2:25][C:26]3[CH:31]=[CH:30][C:29]([C:32]4[CH:37]=[CH:36][CH:35]=[CH:34][C:33]=4[C:38]4[NH:42][C:41](=[O:48])[O:40][N:39]=4)=[CH:28][CH:27]=3)[C:12]2=[O:23])[N:6]=1. (4) Given the reactants [CH:1]([O:4][C:5]([N:7]1[CH:12]([CH2:13][C:14](=O)[C:15]#[C:16][Si](C)(C)C)[CH2:11][CH:10]([N:22]([CH2:27][C:28]2[CH:33]=[C:32]([C:34]([F:37])([F:36])[F:35])[CH:31]=[C:30]([Cl:38])[CH:29]=2)[C:23]([O:25][CH3:26])=[O:24])[CH2:9][CH:8]1[CH2:39][CH3:40])=[O:6])([CH3:3])[CH3:2].O.[NH2:42][NH2:43], predict the reaction product. The product is: [CH:1]([O:4][C:5]([N:7]1[CH:12]([CH2:13][C:14]2[CH:15]=[CH:16][NH:43][N:42]=2)[CH2:11][CH:10]([N:22]([CH2:27][C:28]2[CH:33]=[C:32]([C:34]([F:36])([F:37])[F:35])[CH:31]=[C:30]([Cl:38])[CH:29]=2)[C:23]([O:25][CH3:26])=[O:24])[CH2:9][CH:8]1[CH2:39][CH3:40])=[O:6])([CH3:2])[CH3:3]. (5) Given the reactants [F:1][C:2]1[CH:3]=[C:4]([CH:25]=[CH:26][C:27]=1[F:28])[CH2:5][C:6]1O[C:8]([C:11]2[CH:16]=[CH:15][C:14]([C:17]3[O:21][C:20]([CH3:22])=[N:19][CH:18]=3)=[C:13]([O:23][CH3:24])[CH:12]=2)=[N:9][N:10]=1.[H-].[Na+].[C:31]([Si:35]([O:38][CH:39]([CH2:42]I)[CH2:40]Cl)([CH3:37])[CH3:36])([CH3:34])([CH3:33])[CH3:32].[Cl-].[NH4+:45], predict the reaction product. The product is: [Si:35]([O:38][CH:39]1[CH2:42][N:45]2[C:8]([C:11]3[CH:16]=[CH:15][C:14]([C:17]4[O:21][C:20]([CH3:22])=[N:19][CH:18]=4)=[C:13]([O:23][CH3:24])[CH:12]=3)=[N:9][N:10]=[C:6]2[CH:5]([C:4]2[CH:25]=[CH:26][C:27]([F:28])=[C:2]([F:1])[CH:3]=2)[CH2:40]1)([C:31]([CH3:34])([CH3:33])[CH3:32])([CH3:37])[CH3:36].